The task is: Predict the reaction yield, written as a fraction of the theoretical maximum amount of product (1.0 means a 100% yield; for example, 0.34 means a 34% yield).. This data is from Reaction yield outcomes from USPTO patents with 853,638 reactions. (1) The reactants are C[O:2][C:3]([C:5]1[CH:10]=[CH:9][C:8]([C:11]2[C:12]3[NH:16][C:15]([C:17]([C:54]4[C:59]([CH3:60])=[CH:58][C:57]([CH3:61])=[CH:56][C:55]=4[CH3:62])=[C:18]4[N:53]=[C:21]([C:22]([C:43]5[CH:48]=[CH:47][C:46]([C:49](OC)=[O:50])=[CH:45][CH:44]=5)=[C:23]5[NH:42][C:26](=[C:27]([C:33]6[C:38]([CH3:39])=[CH:37][C:36]([CH3:40])=[CH:35][C:34]=6[CH3:41])[C:28]6[CH:29]=[CH:30][C:31]=2[N:32]=6)[CH:25]=[CH:24]5)[CH:20]=[CH:19]4)=[CH:14][CH:13]=3)=[CH:7][CH:6]=1)=O.[H-].[H-].[H-].[H-].[Li+].[Al+3]. The catalyst is C1COCC1. The product is [OH:2][CH2:3][C:5]1[CH:10]=[CH:9][C:8]([C:11]2[C:12]3[NH:16][C:15]([C:17]([C:54]4[C:59]([CH3:60])=[CH:58][C:57]([CH3:61])=[CH:56][C:55]=4[CH3:62])=[C:18]4[N:53]=[C:21]([C:22]([C:43]5[CH:48]=[CH:47][C:46]([CH2:49][OH:50])=[CH:45][CH:44]=5)=[C:23]5[NH:42][C:26](=[C:27]([C:33]6[C:34]([CH3:41])=[CH:35][C:36]([CH3:40])=[CH:37][C:38]=6[CH3:39])[C:28]6[CH:29]=[CH:30][C:31]=2[N:32]=6)[CH:25]=[CH:24]5)[CH:20]=[CH:19]4)=[CH:14][CH:13]=3)=[CH:7][CH:6]=1. The yield is 0.890. (2) The product is [CH3:63][C:29]1([CH3:28])[C:53]2[C:33]([CH:34]=[C:35]3[CH:52]=[C:51]4[C:38]([C:39]5[C:44]([C:45]6[C:50]4=[CH:49][CH:48]=[CH:47][CH:46]=6)=[CH:43][CH:42]=[CH:41][CH:40]=5)=[CH:37][C:36]3=2)=[CH:32][C:31]([C:2]2[CH:11]=[CH:10][C:9]3[C:4](=[CH:5][CH:6]=[C:7]([C:12]4[C:25]5[C:26]6=[C:27]7[C:22](=[CH:23][CH:24]=5)[CH:21]=[CH:20][CH:19]=[C:18]7[CH:17]=[CH:16][C:15]6=[CH:14][CH:13]=4)[CH:8]=3)[CH:3]=2)=[CH:30]1. The yield is 0.460. The reactants are Br[C:2]1[CH:3]=[C:4]2[C:9](=[CH:10][CH:11]=1)[CH:8]=[C:7]([C:12]1[C:25]3[C:26]4=[C:27]5[C:22](=[CH:23][CH:24]=3)[CH:21]=[CH:20][CH:19]=[C:18]5[CH:17]=[CH:16][C:15]4=[CH:14][CH:13]=1)[CH:6]=[CH:5]2.[CH3:28][C:29]1([CH3:63])[C:53]2[C:33]([CH:34]=[C:35]3[CH:52]=[C:51]4[C:38]([C:39]5[C:44]([C:45]6[C:50]4=[CH:49][CH:48]=[CH:47][CH:46]=6)=[CH:43][CH:42]=[CH:41][CH:40]=5)=[CH:37][C:36]3=2)=[CH:32][C:31](B2OC(C)(C)C(C)(C)O2)=[CH:30]1.C([O-])([O-])=O.[Na+].[Na+].CCO. The catalyst is C1C=CC([P]([Pd]([P](C2C=CC=CC=2)(C2C=CC=CC=2)C2C=CC=CC=2)([P](C2C=CC=CC=2)(C2C=CC=CC=2)C2C=CC=CC=2)[P](C2C=CC=CC=2)(C2C=CC=CC=2)C2C=CC=CC=2)(C2C=CC=CC=2)C2C=CC=CC=2)=CC=1.C1(C)C=CC=CC=1. (3) The reactants are Br[C:2]1[CH:7]=[CH:6][CH:5]=[CH:4][N:3]=1.[CH:8]1[C:16]2[C:15]3[CH:17]=[CH:18][CH:19]=[CH:20][C:14]=3[O:13][C:12]=2[C:11](B(O)O)=[CH:10][CH:9]=1.O.[O-]P([O-])([O-])=O.[K+].[K+].[K+].C1(C)C=CC=CC=1. The catalyst is C1C=CC(/C=C/C(/C=C/C2C=CC=CC=2)=O)=CC=1.C1C=CC(/C=C/C(/C=C/C2C=CC=CC=2)=O)=CC=1.C1C=CC(/C=C/C(/C=C/C2C=CC=CC=2)=O)=CC=1.[Pd].[Pd].C1(P(C2CCCCC2)C2C=CC=CC=2C2C(OC)=CC=CC=2OC)CCCCC1.O. The product is [N:3]1[CH:4]=[CH:5][CH:6]=[CH:7][C:2]=1[C:20]1[C:14]2[O:13][C:12]3[CH:11]=[CH:10][CH:9]=[CH:8][C:16]=3[C:15]=2[CH:17]=[CH:18][CH:19]=1. The yield is 0.620. (4) The reactants are BrC1[CH:7]=[CH:6][C:5]([CH3:8])=[CH:4][CH:3]=1.[C:9]([O:17][CH2:18][CH3:19])(=[O:16])[CH2:10][C:11](OCC)=O.P(C(C)(C)C)(C(C)(C)C)C(C)(C)C.[H+].[B-](F)(F)(F)F.[O-]P([O-])([O-])=O.[K+].[K+].[K+].C1OCCOCCOCCOCCOCCOC1. The catalyst is C1C=CC(/C=C/C(/C=C/C2C=CC=CC=2)=O)=CC=1.C1C=CC(/C=C/C(/C=C/C2C=CC=CC=2)=O)=CC=1.[Pd]. The product is [CH3:8][C:5]1[CH:6]=[CH:7][C:11]([CH2:10][C:9]([O:17][CH2:18][CH3:19])=[O:16])=[CH:3][CH:4]=1. The yield is 0.880. (5) The reactants are [CH3:1][N:2]1[C@@H:19]2[CH2:20][C:7]3[CH:8]=[CH:9][C:10]([O:22][CH3:23])=[C:11]4[O:12][C@H:13]5[C:14]([CH2:16][CH2:17][C@:18]2([OH:21])[C@:5]5([C:6]=34)[CH2:4][CH2:3]1)=[O:15].[ClH:24]. The catalyst is CC(O)C. The product is [CH3:1][N:2]1[C@@H:19]2[CH2:20][C:7]3[CH:8]=[CH:9][C:10]([O:22][CH3:23])=[C:11]4[O:12][C@H:13]5[C:14]([CH2:16][CH2:17][C@:18]2([OH:21])[C@:5]5([C:6]=34)[CH2:4][CH2:3]1)=[O:15].[ClH:24]. The yield is 0.930. (6) The reactants are C([S:4][CH2:5][CH2:6][CH:7]([S:12]([OH:15])(=[O:14])=[O:13])[C:8]([O:10]C)=[O:9])(=O)C.[OH-].[Na+].[N:18]1[CH:23]=[CH:22][CH:21]=[CH:20][C:19]=1[S:24][S:24][C:19]1[CH:20]=[CH:21][CH:22]=[CH:23][N:18]=1. The catalyst is CC(N(C)C)=O. The product is [N:18]1[CH:23]=[CH:22][CH:21]=[CH:20][C:19]=1[S:24][S:4][CH2:5][CH2:6][CH:7]([S:12]([OH:15])(=[O:13])=[O:14])[C:8]([OH:10])=[O:9]. The yield is 0.730. (7) The reactants are ClN1C(=O)CCC1=O.[F:9][C:10]1[CH:11]=[CH:12][C:13]([CH:16]=[N:17][OH:18])=[N:14][CH:15]=1.CN([CH:22]=[CH:23][C:24]([O:26][CH2:27][CH3:28])=[O:25])C.C(N(CC)CC)C.Cl. The catalyst is CN(C=O)C.C(Cl)(Cl)Cl. The product is [CH2:27]([O:26][C:24]([C:23]1[C:16]([C:13]2[CH:12]=[CH:11][C:10]([F:9])=[CH:15][N:14]=2)=[N:17][O:18][CH:22]=1)=[O:25])[CH3:28]. The yield is 0.720.